Dataset: Forward reaction prediction with 1.9M reactions from USPTO patents (1976-2016). Task: Predict the product of the given reaction. (1) Given the reactants [CH3:1][O:2][C:3](=[O:35])[CH2:4][C@H:5]1[C:9]2[CH:10]=[CH:11][C:12]([O:14][C@H:15]3[C:23]4[C:18](=[C:19]([O:25][C:26]5[CH:31]=[CH:30][C:29](Br)=[CH:28][C:27]=5[C:33]#[N:34])[CH:20]=[CH:21][C:22]=4[F:24])[CH2:17][CH2:16]3)=[CH:13][C:8]=2[O:7][CH2:6]1.[CH3:36][C:37]([OH:42])([CH2:39][CH:40]=[CH2:41])[CH3:38], predict the reaction product. The product is: [CH3:1][O:2][C:3](=[O:35])[CH2:4][C@H:5]1[C:9]2[CH:10]=[CH:11][C:12]([O:14][C@H:15]3[C:23]4[C:18](=[C:19]([O:25][C:26]5[CH:31]=[CH:30][C:29]([CH2:41][CH2:40][CH2:39][C:37]([OH:42])([CH3:38])[CH3:36])=[CH:28][C:27]=5[C:33]#[N:34])[CH:20]=[CH:21][C:22]=4[F:24])[CH2:17][CH2:16]3)=[CH:13][C:8]=2[O:7][CH2:6]1. (2) Given the reactants [C:1]([O:5][C:6](=[O:28])[N:7]([CH2:20][C:21]1[CH:26]=[CH:25][C:24]([F:27])=[CH:23][CH:22]=1)[CH2:8][C:9](=O)[CH2:10][CH2:11][N:12]1[CH2:17][CH2:16][N:15]([CH3:18])[CH2:14][CH2:13]1)([CH3:4])([CH3:3])[CH3:2].Cl.[CH3:30][O:31][C:32](=[O:35])[CH2:33][NH2:34], predict the reaction product. The product is: [C:1]([O:5][C:6]([N:7]([CH2:8][CH:9]([NH:34][CH2:33][C:32]([O:31][CH3:30])=[O:35])[CH2:10][CH2:11][N:12]1[CH2:17][CH2:16][N:15]([CH3:18])[CH2:14][CH2:13]1)[CH2:20][C:21]1[CH:26]=[CH:25][C:24]([F:27])=[CH:23][CH:22]=1)=[O:28])([CH3:4])([CH3:3])[CH3:2]. (3) Given the reactants [N+:1]([C:4]1[C:5]([NH:25][C:26]2[CH:31]=[CH:30][C:29]([O:32]CC3C=CC=CC=3)=[CH:28][CH:27]=2)=[CH:6][C:7]([O:10][C:11]2[CH:12]=[C:13]([NH:17][C:18](=[O:24])[O:19][C:20]([CH3:23])([CH3:22])[CH3:21])[CH:14]=[CH:15][CH:16]=2)=[N:8][CH:9]=1)([O-])=O, predict the reaction product. The product is: [NH2:1][C:4]1[C:5]([NH:25][C:26]2[CH:27]=[CH:28][C:29]([OH:32])=[CH:30][CH:31]=2)=[CH:6][C:7]([O:10][C:11]2[CH:12]=[C:13]([NH:17][C:18](=[O:24])[O:19][C:20]([CH3:21])([CH3:22])[CH3:23])[CH:14]=[CH:15][CH:16]=2)=[N:8][CH:9]=1. (4) Given the reactants [Cl:1][C:2]1[C:7]([Cl:8])=[CH:6][CH:5]=[CH:4][C:3]=1[S:9]([NH2:12])(=[O:11])=[O:10].C(=O)([O-])[O-].[Cs+].[Cs+].[Cl:19][C:20]1[C:29](Cl)=[N:28][C:27]2[C:22](=[CH:23][CH:24]=[C:25]([O:31][CH3:32])[CH:26]=2)[N:21]=1.Cl, predict the reaction product. The product is: [Cl:1][C:2]1[C:7]([Cl:8])=[CH:6][CH:5]=[CH:4][C:3]=1[S:9]([NH:12][C:29]1[C:20]([Cl:19])=[N:21][C:22]2[C:27](=[CH:26][C:25]([O:31][CH3:32])=[CH:24][CH:23]=2)[N:28]=1)(=[O:10])=[O:11]. (5) Given the reactants C[O:2][C:3](=[O:23])[C:4]1[C:5](=[C:10]([O:14][CH2:15][C:16]2[CH:21]=[CH:20][CH:19]=[C:18]([Cl:22])[CH:17]=2)[CH:11]=[CH:12][CH:13]=1)[C:6]([O:8]C)=[O:7], predict the reaction product. The product is: [Cl:22][C:18]1[CH:17]=[C:16]([CH:21]=[CH:20][CH:19]=1)[CH2:15][O:14][C:10]1[CH:11]=[CH:12][CH:13]=[C:4]([C:3]([OH:23])=[O:2])[C:5]=1[C:6]([OH:8])=[O:7]. (6) The product is: [Cl:3][C:4]1[CH:9]=[C:8]([NH2:10])[CH:7]=[N:6][C:5]=1[N:13]1[CH2:14][CH2:15][O:16][CH2:17][CH2:18]1. Given the reactants [H][H].[Cl:3][C:4]1[C:5]([N:13]2[CH2:18][CH2:17][O:16][CH2:15][CH2:14]2)=[N:6][CH:7]=[C:8]([N+:10]([O-])=O)[CH:9]=1, predict the reaction product. (7) The product is: [F:4][C:5]([F:43])([F:44])[C:6]1[CH:7]=[C:8]([CH:36]=[C:37]([C:39]([F:40])([F:42])[F:41])[CH:38]=1)[CH2:9][N:10]([CH2:15][C:16]1[CH:21]=[C:20]([C:22]([F:25])([F:24])[F:23])[CH:19]=[CH:18][C:17]=1[C:26]1[CH:31]=[C:30]([CH:32]([OH:33])[CH3:1])[CH:29]=[CH:28][C:27]=1[O:34][CH3:35])[C:11](=[O:14])[O:12][CH3:13]. Given the reactants [CH3:1][Mg]Br.[F:4][C:5]([F:44])([F:43])[C:6]1[CH:7]=[C:8]([CH:36]=[C:37]([C:39]([F:42])([F:41])[F:40])[CH:38]=1)[CH2:9][N:10]([CH2:15][C:16]1[CH:21]=[C:20]([C:22]([F:25])([F:24])[F:23])[CH:19]=[CH:18][C:17]=1[C:26]1[CH:31]=[C:30]([CH:32]=[O:33])[CH:29]=[CH:28][C:27]=1[O:34][CH3:35])[C:11](=[O:14])[O:12][CH3:13].[Cl-].[NH4+], predict the reaction product. (8) Given the reactants [CH:1]1([C:4]2[N:5]=[CH:6][C:7]([O:10][C@H:11]3[CH2:40][N:14]4[CH2:15][CH2:16][N:17]([C:19](=[O:39])[CH:20]([NH:31][C:32](=[O:38])[O:33][C:34](C)(C)C)[C:21]5[CH:26]=[CH:25][C:24]([C:27]([F:30])([F:29])[F:28])=[CH:23][CH:22]=5)[CH2:18][C@@H:13]4[CH2:12]3)=[N:8][CH:9]=2)[CH2:3][CH2:2]1.C1(C2N=CC(O[C@H]3CN4CCN(C(=O)C(NC(=O)OC(C)(C)C)C5C=CC=C(C(F)(F)F)C=5)C[C@@H]4C3)=NC=2)CC1, predict the reaction product. The product is: [CH:1]1([C:4]2[N:5]=[CH:6][C:7]([O:10][C@H:11]3[CH2:40][N:14]4[CH2:15][CH2:16][N:17]([C:19](=[O:39])[CH:20]([NH:31][C:32](=[O:38])[O:33][CH3:34])[C:21]5[CH:22]=[CH:23][C:24]([C:27]([F:30])([F:28])[F:29])=[CH:25][CH:26]=5)[CH2:18][C@@H:13]4[CH2:12]3)=[N:8][CH:9]=2)[CH2:2][CH2:3]1. (9) Given the reactants Br[C:2]1[C:3]([N:9]2[CH2:15][CH2:14][CH2:13][CH2:12][CH2:11][CH2:10]2)=[N:4][CH:5]=[C:6]([Br:8])[N:7]=1.[CH3:16][N:17]1[CH2:23][CH2:22][CH2:21][NH:20][CH2:19][CH2:18]1, predict the reaction product. The product is: [N:9]1([C:3]2[C:2]([N:20]3[CH2:21][CH2:22][CH2:23][N:17]([CH3:16])[CH2:18][CH2:19]3)=[N:7][C:6]([Br:8])=[CH:5][N:4]=2)[CH2:15][CH2:14][CH2:13][CH2:12][CH2:11][CH2:10]1. (10) Given the reactants [CH:1]([O:4][C:5]1[C:6]2[C:10]([CH:11]=[CH:12][CH:13]=1)=[N:9][N:8]1[C:14]([CH:19]3[CH2:24][CH2:23][N:22](C(OC(C)(C)C)=O)[CH2:21][CH2:20]3)=[CH:15][C:16](=[O:18])[NH:17][C:7]=21)([CH3:3])[CH3:2].[ClH:32], predict the reaction product. The product is: [ClH:32].[CH:1]([O:4][C:5]1[C:6]2[C:10]([CH:11]=[CH:12][CH:13]=1)=[N:9][N:8]1[C:14]([CH:19]3[CH2:24][CH2:23][NH:22][CH2:21][CH2:20]3)=[CH:15][C:16](=[O:18])[NH:17][C:7]=21)([CH3:3])[CH3:2].